From a dataset of Full USPTO retrosynthesis dataset with 1.9M reactions from patents (1976-2016). Predict the reactants needed to synthesize the given product. (1) Given the product [CH:22]1([C:26]([N:13]2[CH2:14][CH2:15][N:10]([C:6]3[CH:7]=[N:8][CH:9]=[C:4]([F:3])[C:5]=3[C:16]3[CH:21]=[CH:20][CH:19]=[CH:18][CH:17]=3)[CH2:11][CH2:12]2)=[O:25])[CH2:23][CH2:24]1, predict the reactants needed to synthesize it. The reactants are: Cl.Cl.[F:3][C:4]1[C:5]([C:16]2[CH:21]=[CH:20][CH:19]=[CH:18][CH:17]=2)=[C:6]([N:10]2[CH2:15][CH2:14][NH:13][CH2:12][CH2:11]2)[CH:7]=[N:8][CH:9]=1.[CH2:22]1[CH2:26][O:25][CH2:24][CH2:23]1.CCN(C(C)C)C(C)C.C1(C(Cl)=O)CC1. (2) The reactants are: [CH3:1][C:2]1[CH:7]=[C:6]([C:8]2[CH:13]=[CH:12][N:11]=[C:10](SC)[N:9]=2)[CH:5]=[CH:4][N:3]=1.O[O:17][S:18]([O-:20])=O.[K+].[C:22]([O-])(O)=O.[Na+]. Given the product [CH3:22][S:18]([C:10]1[N:9]=[C:8]([C:6]2[CH:5]=[CH:4][N:3]=[C:2]([CH3:1])[CH:7]=2)[CH:13]=[CH:12][N:11]=1)(=[O:20])=[O:17], predict the reactants needed to synthesize it.